This data is from Reaction yield outcomes from USPTO patents with 853,638 reactions. The task is: Predict the reaction yield, written as a fraction of the theoretical maximum amount of product (1.0 means a 100% yield; for example, 0.34 means a 34% yield). (1) The reactants are CC([O-])(C)C.[K+].[C:7]([NH2:13])(=[O:12])[CH2:8][C:9](C)=O.[C:14]1([N:20]=C=S)[CH:19]=[CH:18][CH:17]=[CH:16][CH:15]=1.Cl.CC1C=CC([S:31]([N-:34][N+:35]#N)(=O)=O)=CC=1. The catalyst is C1COCC1.C(O)C.C(N(CC)CC)C.O. The product is [C:14]1([NH:20][C:9]2[S:31][N:34]=[N:35][C:8]=2[C:7]([NH2:13])=[O:12])[CH:19]=[CH:18][CH:17]=[CH:16][CH:15]=1. The yield is 0.640. (2) The reactants are [C:1]([O:9]CC)([O:6][CH2:7][CH3:8])(OCC)[CH3:2].[CH3:12][C:13]1([CH3:24])[CH2:18][C:17]([CH3:20])([CH3:19])[CH2:16][C:15](=[CH:21][CH2:22]O)[CH2:14]1.C(O)(=O)CC. No catalyst specified. The product is [CH3:19][C:17]1([CH3:20])[CH2:18][C:13]([CH3:24])([CH3:12])[CH2:14][C:15]([CH2:2][C:1]([O:6][CH2:7][CH3:8])=[O:9])([CH:21]=[CH2:22])[CH2:16]1. The yield is 0.730. (3) The reactants are [CH:1]1[CH:2]=[C:3]([CH2:6][NH:7][C:8]2[N:16]=[CH:15][N:14]=[C:10]3[N:11]=[CH:12][NH:13][C:9]=23)[O:4][CH:5]=1.C([O-])([O-])=O.[K+].[K+].[Br:23][CH2:24][CH2:25]Br. The catalyst is CN(C)C=O. The product is [CH2:6]([NH:7][C:8]1[N:16]=[CH:15][N:14]=[C:10]2[C:9]=1[N:13]=[CH:12][N:11]2[CH2:25][CH2:24][Br:23])[C:3]1[O:4][CH:5]=[CH:1][CH:2]=1. The yield is 0.600. (4) The reactants are [CH2:1]([O:8][C:9]1[CH:14]=[C:13]([O:15][CH2:16][C:17]2[CH:22]=[CH:21][CH:20]=[CH:19][CH:18]=2)[C:12]([CH:23]([CH3:25])[CH3:24])=[CH:11][C:10]=1[C:26]1[O:30][N:29]=[C:28]([C:31]([NH:33][CH2:34][CH3:35])=[O:32])[C:27]=1[C:36]1[N:40]=[C:39]([CH2:41][OH:42])[O:38][N:37]=1)[C:2]1[CH:7]=[CH:6][CH:5]=[CH:4][CH:3]=1.[CH3:43][S:44](Cl)(=[O:46])=[O:45]. No catalyst specified. The product is [CH3:43][S:44]([O:42][CH2:41][C:39]1[O:38][N:37]=[C:36]([C:27]2[C:28]([C:31](=[O:32])[NH:33][CH2:34][CH3:35])=[N:29][O:30][C:26]=2[C:10]2[CH:11]=[C:12]([CH:23]([CH3:24])[CH3:25])[C:13]([O:15][CH2:16][C:17]3[CH:22]=[CH:21][CH:20]=[CH:19][CH:18]=3)=[CH:14][C:9]=2[O:8][CH2:1][C:2]2[CH:7]=[CH:6][CH:5]=[CH:4][CH:3]=2)[N:40]=1)(=[O:46])=[O:45]. The yield is 0.900. (5) The reactants are [F:1][C:2]1[CH:3]=[C:4]([C:10](=[O:12])[CH3:11])[CH:5]=[CH:6][C:7]=1[O:8][CH3:9].[Br:13]Br. The catalyst is O1CCOCC1. The product is [Br:13][CH2:11][C:10]([C:4]1[CH:5]=[CH:6][C:7]([O:8][CH3:9])=[C:2]([F:1])[CH:3]=1)=[O:12]. The yield is 0.630.